From a dataset of Full USPTO retrosynthesis dataset with 1.9M reactions from patents (1976-2016). Predict the reactants needed to synthesize the given product. (1) Given the product [CH3:12][O:11][C:9]1[CH:8]=[CH:7][C:5]2[N:6]=[C:2]([C:18]3[CH:19]=[CH:20][C:15]([O:14][CH3:13])=[CH:16][CH:17]=3)[S:3][C:4]=2[CH:10]=1, predict the reactants needed to synthesize it. The reactants are: Br[C:2]1[S:3][C:4]2[CH:10]=[C:9]([O:11][CH3:12])[CH:8]=[CH:7][C:5]=2[N:6]=1.[CH3:13][O:14][C:15]1[CH:20]=[CH:19][C:18](B(O)O)=[CH:17][CH:16]=1.[F-].[Cs+].Cl. (2) Given the product [CH2:1]([O:3][C:4]([C@H:6]1[CH2:15][C@@H:14]([NH2:16])[C:13]2[C:8](=[CH:9][C:10]([O:29][CH3:30])=[C:11]([O:27][CH3:28])[CH:12]=2)[N:7]1[C:31]([O:33][CH:34]([CH2:36][CH3:37])[CH3:35])=[O:32])=[O:5])[CH3:2], predict the reactants needed to synthesize it. The reactants are: [CH2:1]([O:3][C:4]([C@H:6]1[CH2:15][C@@H:14]([NH:16]C(OCC2C=CC=CC=2)=O)[C:13]2[C:8](=[CH:9][C:10]([O:29][CH3:30])=[C:11]([O:27][CH3:28])[CH:12]=2)[N:7]1[C:31]([O:33][CH:34]([CH2:36][CH3:37])[CH3:35])=[O:32])=[O:5])[CH3:2]. (3) Given the product [Cl:28][C:29]1[CH:34]=[CH:33][C:32]([C:35]2[N:36]=[C:37]3[CH:42]=[CH:41][C:40]([C:43]([N:55]4[CH2:56][CH2:57][CH:52]([O:51][CH3:50])[CH2:53][CH2:54]4)=[O:45])=[CH:39][N:38]3[C:46]=2[CH2:47][OH:48])=[CH:31][CH:30]=1, predict the reactants needed to synthesize it. The reactants are: C(N(C(C)C)CC)(C)C.CCCP1(OP(CCC)(=O)OP(CCC)(=O)O1)=O.[Cl:28][C:29]1[CH:34]=[CH:33][C:32]([C:35]2[N:36]=[C:37]3[CH:42]=[CH:41][C:40]([C:43]([O-:45])=O)=[CH:39][N:38]3[C:46]=2[CH2:47][OH:48])=[CH:31][CH:30]=1.[Na+].[CH3:50][O:51][CH:52]1[CH2:57][CH2:56][NH:55][CH2:54][CH2:53]1. (4) Given the product [NH2:17][CH2:6][CH:7]1[C:12]2[N:13]=[C:14]([NH2:16])[S:15][C:11]=2[CH2:10][CH2:9][CH2:8]1, predict the reactants needed to synthesize it. The reactants are: CS(O[CH2:6][CH:7]1[C:12]2[N:13]=[C:14]([NH2:16])[S:15][C:11]=2[CH2:10][CH2:9][CH2:8]1)(=O)=O.[N-:17]=[N+]=[N-].[Na+].C([O-])([O-])=O.[Na+].[Na+].C1C=CC(P(C2C=CC=CC=2)C2C=CC=CC=2)=CC=1. (5) Given the product [C:13]1([CH:19]2[CH2:21][CH:20]2[C:22]([N:24]=[C:25]=[S:26])=[O:23])[CH:18]=[CH:17][CH:16]=[CH:15][CH:14]=1.[CH3:27][O:28][C:29]1[CH:30]=[C:31]2[C:36](=[CH:37][C:38]=1[O:39][CH3:40])[N:35]=[CH:34][CH:33]=[C:32]2[O:41][C:42]1[CH:43]=[CH:44][C:45]([NH:46][C:25]([NH:24][C:22]([CH:20]2[CH2:21][CH:19]2[C:13]2[CH:18]=[CH:17][CH:16]=[CH:15][CH:14]=2)=[O:23])=[S:26])=[CH:47][CH:48]=1, predict the reactants needed to synthesize it. The reactants are: C1(C2CC2C(Cl)=O)C=CC=CC=1.[C:13]1([CH:19]2[CH2:21][CH:20]2[C:22]([N:24]=[C:25]=[S:26])=[O:23])[CH:18]=[CH:17][CH:16]=[CH:15][CH:14]=1.[CH3:27][O:28][C:29]1[CH:30]=[C:31]2[C:36](=[CH:37][C:38]=1[O:39][CH3:40])[N:35]=[CH:34][CH:33]=[C:32]2[O:41][C:42]1[CH:48]=[CH:47][C:45]([NH2:46])=[CH:44][CH:43]=1.C1(C)C=CC=CC=1. (6) The reactants are: [OH:1][C:2]1[CH:7]=[CH:6][C:5]([NH:8][C:9]2[O:10][CH2:11][C:12](=[O:19])[C:13]=2[C:14]([O:16][CH2:17][CH3:18])=[O:15])=[C:4]([CH3:20])[CH:3]=1.[NH:21]1[C:29]2[C:24](=[CH:25][CH:26]=[CH:27][N:28]=2)[C:23]([CH:30]=O)=[CH:22]1.[OH-].[Na+]. Given the product [NH:21]1[C:29]2=[N:28][CH:27]=[CH:26][CH:25]=[C:24]2[C:23]([CH:30]=[C:11]2[O:10][C:9]([NH:8][C:5]3[CH:6]=[CH:7][C:2]([OH:1])=[CH:3][C:4]=3[CH3:20])=[C:13]([C:14]([O:16][CH2:17][CH3:18])=[O:15])[C:12]2=[O:19])=[CH:22]1, predict the reactants needed to synthesize it. (7) Given the product [Cl:1][C:2]1[CH:3]=[C:4]([CH:7]=[CH:8][C:9]=1[F:10])[CH2:5][NH:6][C:12]1[S:11][CH2:17][C:15](=[O:16])[N:14]=1, predict the reactants needed to synthesize it. The reactants are: [Cl:1][C:2]1[CH:3]=[C:4]([CH:7]=[CH:8][C:9]=1[F:10])[CH2:5][NH2:6].[S:11]1[CH2:17][C:15](=[O:16])[NH:14][C:12]1=S.CCN(C(C)C)C(C)C.